This data is from Catalyst prediction with 721,799 reactions and 888 catalyst types from USPTO. The task is: Predict which catalyst facilitates the given reaction. (1) Reactant: C(N(C(C)C)CC)(C)C.CN(C(ON1N=NC2C=CC=CC1=2)=[N+](C)C)C.F[P-](F)(F)(F)(F)F.[CH3:34][N:35]([CH:46]1[CH2:51][CH2:50][NH:49][CH2:48][CH2:47]1)[CH2:36][CH2:37][NH:38][C:39](=[O:45])[O:40][C:41]([CH3:44])([CH3:43])[CH3:42].[CH3:52][N:53]1[CH:57]=[CH:56][N:55]=[C:54]1[CH2:58][CH2:59][C:60](O)=[O:61]. Product: [CH3:34][N:35]([CH:46]1[CH2:51][CH2:50][N:49]([C:60](=[O:61])[CH2:59][CH2:58][C:54]2[N:53]([CH3:52])[CH:57]=[CH:56][N:55]=2)[CH2:48][CH2:47]1)[CH2:36][CH2:37][NH:38][C:39](=[O:45])[O:40][C:41]([CH3:44])([CH3:42])[CH3:43]. The catalyst class is: 147. (2) Reactant: C([O:3][C:4]([C:6]1[CH:7]=[N:8][N:9]([CH2:15][CH2:16][O:17][CH3:18])[C:10]=1[C:11]([F:14])([F:13])[F:12])=[O:5])C.[OH-].[Li+]. Product: [CH3:18][O:17][CH2:16][CH2:15][N:9]1[C:10]([C:11]([F:14])([F:12])[F:13])=[C:6]([C:4]([OH:5])=[O:3])[CH:7]=[N:8]1. The catalyst class is: 24. (3) Reactant: [NH2:1][C:2]1[C:11]2[N:12]=[C:13]([CH2:23][CH2:24][CH2:25][CH3:26])[N:14]([CH2:15][C:16]([CH3:22])([CH3:21])[C:17]([O:19]C)=O)[C:10]=2[C:9]2[CH:8]=[CH:7][CH:6]=[CH:5][C:4]=2[N:3]=1.[OH-].[K+].C(Cl)(=O)C(Cl)=O.[NH3:35]. Product: [NH2:1][C:2]1[C:11]2[N:12]=[C:13]([CH2:23][CH2:24][CH2:25][CH3:26])[N:14]([CH2:15][C:16]([CH3:21])([CH3:22])[C:17]([NH2:35])=[O:19])[C:10]=2[C:9]2[CH:8]=[CH:7][CH:6]=[CH:5][C:4]=2[N:3]=1. The catalyst class is: 5. (4) Reactant: [NH2:1][C:2](=[N:33]C(=O)[O-])[C:3]1[CH:8]=[CH:7][C:6]([O:9][CH2:10][CH2:11][CH2:12][N:13]2[CH2:18][CH2:17][CH:16]([CH2:19][CH2:20][CH2:21][O:22][C:23]3[CH:28]=[CH:27][C:26]([C:29]([NH2:32])=[N:30][OH:31])=[CH:25][CH:24]=3)[CH2:15][CH2:14]2)=[CH:5][CH:4]=1.Cl. Product: [NH2:32][C:29](=[N:30][OH:31])[C:26]1[CH:27]=[CH:28][C:23]([O:22][CH2:21][CH2:20][CH2:19][CH:16]2[CH2:17][CH2:18][N:13]([CH2:12][CH2:11][CH2:10][O:9][C:6]3[CH:5]=[CH:4][C:3]([C:2]([NH2:33])=[NH:1])=[CH:8][CH:7]=3)[CH2:14][CH2:15]2)=[CH:24][CH:25]=1. The catalyst class is: 8. (5) Reactant: [Br:1][C:2]1[CH:10]=[CH:9][C:5]([C:6](Cl)=[O:7])=[C:4]([CH2:11][CH3:12])[CH:3]=1.[CH3:13][NH2:14]. Product: [Br:1][C:2]1[CH:10]=[CH:9][C:5]([C:6]([NH:14][CH3:13])=[O:7])=[C:4]([CH2:11][CH3:12])[CH:3]=1. The catalyst class is: 2.